Task: Predict which catalyst facilitates the given reaction.. Dataset: Catalyst prediction with 721,799 reactions and 888 catalyst types from USPTO (1) Reactant: [CH3:1][O:2][C:3](=[O:11])[CH2:4][C@H:5]([CH3:10])[CH2:6][C:7](O)=[O:8].S(C)C. Product: [OH:8][CH2:7][CH2:6][C@@H:5]([CH3:10])[CH2:4][C:3]([O:2][CH3:1])=[O:11]. The catalyst class is: 1. (2) Reactant: [C:1]([Si:5]([CH3:36])([CH3:35])[O:6][C:7]1[CH:34]=[CH:33][C:10]2[C:11]3[C:20](=[O:21])[O:19][C:18]4[C:13](=[CH:14][CH:15]=[C:16]([O:22][Si:23]([C:26]([CH3:29])([CH3:28])[CH3:27])([CH3:25])[CH3:24])[CH:17]=4)[C:12]=3[CH2:30][CH2:31][O:32][C:9]=2[CH:8]=1)([CH3:4])([CH3:3])[CH3:2].CC(C[Al]CC(C)C)C.CO. Product: [C:1]([Si:5]([CH3:35])([CH3:36])[O:6][C:7]1[CH:34]=[CH:33][C:10]2[C:11]3[CH:20]([OH:21])[O:19][C:18]4[C:13](=[CH:14][CH:15]=[C:16]([O:22][Si:23]([C:26]([CH3:27])([CH3:28])[CH3:29])([CH3:24])[CH3:25])[CH:17]=4)[C:12]=3[CH2:30][CH2:31][O:32][C:9]=2[CH:8]=1)([CH3:2])([CH3:3])[CH3:4]. The catalyst class is: 308. (3) The catalyst class is: 54. Reactant: [F-].C([N+](CCCC)(CCCC)CCCC)CCC.O1CCCC1.[CH3:24][S:25]([O:28][C@@H:29]([C@H:31]1[C@H:35]([CH2:36][O:37][Si](C(C)C)(C(C)C)C(C)C)[O:34][C:33]([CH3:49])([CH3:48])[O:32]1)[CH3:30])(=[O:27])=[O:26].[Cl-].[NH4+].C(=O)([O-])O.[Na+]. Product: [CH3:24][S:25]([O:28][C@@H:29]([C@@H:31]1[C@H:35]([CH2:36][OH:37])[O:34][C:33]([CH3:48])([CH3:49])[O:32]1)[CH3:30])(=[O:26])=[O:27]. (4) Reactant: C[O:2][C:3](=[O:21])[CH:4]([NH:17][C:18](=[O:20])C)[CH2:5][C:6]1[CH:11]=[C:10]([F:12])[CH:9]=[C:8]([O:13][CH2:14][CH:15]=[CH2:16])[CH:7]=1.P([O-])([O-])([O-])=O.C(=O)([O-])[O-].[Na+].[Na+].C(OC([O:35][C:36]([CH3:39])([CH3:38])[CH3:37])=O)([O:35][C:36]([CH3:39])([CH3:38])[CH3:37])=O. Product: [CH2:14]([O:13][C:8]1[CH:7]=[C:6]([CH2:5][C@H:4]([NH:17][C:18]([O:35][C:36]([CH3:39])([CH3:38])[CH3:37])=[O:20])[C:3]([OH:2])=[O:21])[CH:11]=[C:10]([F:12])[CH:9]=1)[CH:15]=[CH2:16]. The catalyst class is: 247. (5) Reactant: Br[C:2]1[C:3]([CH2:11][CH3:12])=[N:4][N:5]2[CH2:10][CH2:9][CH2:8][CH2:7][C:6]=12.[Li]C(C)(C)C.[O:18]=[C:19]1[CH2:24][CH2:23][N:22]([C:25]([O:27][C:28]([CH3:31])([CH3:30])[CH3:29])=[O:26])[CH2:21][CH2:20]1. Product: [C:28]([O:27][C:25]([N:22]1[CH2:23][CH2:24][C:19]([OH:18])([C:2]2[C:3]([CH2:11][CH3:12])=[N:4][N:5]3[CH2:10][CH2:9][CH2:8][CH2:7][C:6]=23)[CH2:20][CH2:21]1)=[O:26])([CH3:31])([CH3:29])[CH3:30]. The catalyst class is: 1.